Predict the reactants needed to synthesize the given product. From a dataset of Full USPTO retrosynthesis dataset with 1.9M reactions from patents (1976-2016). (1) Given the product [C:10]([O:18][CH2:19][C:20]1([C:27]([O:29][CH2:30][CH3:31])=[O:28])[CH2:25][CH2:24][C:23]([F:33])([F:32])[CH2:22][O:21]1)(=[O:17])[C:11]1[CH:16]=[CH:15][CH:14]=[CH:13][CH:12]=1, predict the reactants needed to synthesize it. The reactants are: B(F)(F)F.CCOCC.[C:10]([O:18][CH2:19][C:20]1([C:27]([O:29][CH2:30][CH3:31])=[O:28])[CH2:25][CH2:24][C:23](=O)[CH2:22][O:21]1)(=[O:17])[C:11]1[CH:16]=[CH:15][CH:14]=[CH:13][CH:12]=1.[FH:32].[FH:33].F.C(N(CC)CC)C.C[N+]1([O-])CCOCC1. (2) Given the product [CH3:1][N:2]1[C:10]2[C:9]([O:11][C:12]3[CH:13]=[C:14]([CH:18]=[CH:19][CH:20]=3)[C:15]([NH:34][C:38]3[CH:39]=[CH:40][CH:41]=[CH:42][CH:37]=3)=[O:17])=[N:8][CH:7]=[N:6][C:5]=2[CH:4]=[CH:3]1, predict the reactants needed to synthesize it. The reactants are: [CH3:1][N:2]1[C:10]2[C:9]([O:11][C:12]3[CH:13]=[C:14]([CH:18]=[CH:19][CH:20]=3)[C:15]([OH:17])=O)=[N:8][CH:7]=[N:6][C:5]=2[CH:4]=[CH:3]1.Cl.C(N=C=NCCCN(C)C)C.O[N:34]1[C:38]2[CH:39]=[CH:40][CH:41]=[CH:42][C:37]=2N=N1.NC1C=CC=CC=1. (3) Given the product [Br:40][CH:35]([CH3:36])[CH2:34][CH2:33][C:29]1[CH:30]=[CH:31][CH:32]=[C:27]([C:26]([F:39])([F:38])[F:25])[CH:28]=1, predict the reactants needed to synthesize it. The reactants are: N1C=CN=C1.C1(P(C2C=CC=CC=2)C2C=CC=CC=2)C=CC=CC=1.[F:25][C:26]([F:39])([F:38])[C:27]1[CH:28]=[C:29]([CH2:33][CH2:34][CH:35](O)[CH3:36])[CH:30]=[CH:31][CH:32]=1.[Br:40]Br. (4) Given the product [C:27]1(=[O:26])[CH2:32][CH2:31][CH2:30][CH2:29][CH:28]1[C:7]1([C:10]2[C:19]3[O:18][CH2:17][CH2:16][O:15][C:14]=3[C:13]([O:20][CH3:21])=[CH:12][CH:11]=2)[CH2:8][CH2:9][C:4](=[O:23])[CH2:5][CH2:6]1, predict the reactants needed to synthesize it. The reactants are: C1[O:23][C:4]2([CH2:9][CH2:8][C:7](O)([C:10]3[C:19]4[O:18][CH2:17][CH2:16][O:15][C:14]=4[C:13]([O:20][CH3:21])=[CH:12][CH:11]=3)[CH2:6][CH2:5]2)OC1.C[Si](C)(C)[O:26][C:27]1[CH2:32][CH2:31][CH2:30][CH2:29][CH:28]=1.C(=O)(O)[O-].[Na+]. (5) Given the product [Cl:13][C:14]1[N:15]=[C:16]([O:12][C:5]2[C:6]([CH3:11])=[CH:7][C:8]([CH3:10])=[CH:9][C:4]=2[CH3:3])[C:17]2[S:22][CH:21]=[C:20]([CH3:23])[C:18]=2[N:19]=1, predict the reactants needed to synthesize it. The reactants are: [H-].[Na+].[CH3:3][C:4]1[CH:9]=[C:8]([CH3:10])[CH:7]=[C:6]([CH3:11])[C:5]=1[OH:12].[Cl:13][C:14]1[N:15]=[C:16](Cl)[C:17]2[S:22][CH:21]=[C:20]([CH3:23])[C:18]=2[N:19]=1. (6) Given the product [CH3:3][C:4]1[CH:14]=[CH:13][C:7]([CH:8]=[CH:9][C:10]([O-:12])=[O:11])=[CH:6][CH:5]=1.[Zn+2:16].[CH3:3][C:4]1[CH:14]=[CH:13][C:7]([CH:8]=[CH:9][C:10]([O-:12])=[O:11])=[CH:6][CH:5]=1, predict the reactants needed to synthesize it. The reactants are: [OH-].[Na+].[CH3:3][C:4]1[CH:14]=[CH:13][C:7]([CH:8]=[CH:9][C:10]([OH:12])=[O:11])=[CH:6][CH:5]=1.[Cl-].[Zn+2:16].[Cl-]. (7) Given the product [S:1]1[CH:5]=[CH:4][CH:3]=[C:2]1[CH2:6][N:7]([CH2:14][C:15]1[S:16][CH:17]=[CH:18][CH:19]=1)[C:8](=[O:13])[O:9][CH2:10][CH2:11][N:12]=[C:21]=[O:23], predict the reactants needed to synthesize it. The reactants are: [S:1]1[CH:5]=[CH:4][CH:3]=[C:2]1[CH2:6][N:7]([CH2:14][C:15]1[S:16][CH:17]=[CH:18][CH:19]=1)[C:8](=[O:13])[O:9][CH2:10][CH2:11][NH2:12].Cl[C:21](Cl)([O:23]C(=O)OC(Cl)(Cl)Cl)Cl. (8) Given the product [Br:8][C:5]1[CH:6]=[CH:7][C:2]([NH:1][S:15]([C:12]2[CH:13]=[CH:14][C:9]([CH3:19])=[CH:10][CH:11]=2)(=[O:17])=[O:16])=[N:3][CH:4]=1, predict the reactants needed to synthesize it. The reactants are: [NH2:1][C:2]1[CH:7]=[CH:6][C:5]([Br:8])=[CH:4][N:3]=1.[C:9]1([CH3:19])[CH:14]=[CH:13][C:12]([S:15](Cl)(=[O:17])=[O:16])=[CH:11][CH:10]=1. (9) Given the product [CH:83]1[C:78]([C:3]([OH:9])=[O:16])=[CH:79][C:80]2[C:90]3([O:89][C:87](=[O:88])[C:81]=2[CH:82]=1)[C:91]1[CH:96]=[CH:95][C:94]([OH:97])=[CH:93][C:92]=1[O:98][C:99]1[CH:104]=[C:103]([OH:105])[CH:102]=[CH:101][C:100]3=1, predict the reactants needed to synthesize it. The reactants are: FC1[C:3](=[O:9])NC(=O)NC=1.C[C@]12N3C4C=CC=CC=4C4C5CNC(=O)C=5C5=C(C=43)N(C3C=CC=CC=35)[C@H]([O:16]1)C[C@@H](NC)[C@H]2OC.CC[N+](CCC[N+]1C(C2C=CC=CC=2)=C2C(C=CC(N)=C2)=C2C=1C=C(N)C=C2)(CC)C.[I-].[I-].[CH:78]1[C:83](N=C=S)=[CH:82][C:81]2[C:87]([O:89][C:90]3([C:100]4[CH:101]=[CH:102][C:103]([OH:105])=[CH:104][C:99]=4[O:98][C:92]4[CH:93]=[C:94]([OH:97])[CH:95]=[CH:96][C:91]3=4)[C:80]=2[CH:79]=1)=[O:88]. (10) Given the product [OH:33][C@H:32]([C:23]1[CH:24]=[CH:25][C:26]2[C:27](=[O:31])[O:28][CH2:29][C:30]=2[C:22]=1[CH3:21])[CH2:34][N:1]1[CH2:2][CH2:3][CH:4]([CH2:7][S:8]([C:10]2[CH:11]=[C:12]3[C:17](=[CH:18][CH:19]=2)[C:16](=[O:20])[O:15][CH2:14][CH2:13]3)=[O:9])[CH2:5][CH2:6]1, predict the reactants needed to synthesize it. The reactants are: [NH:1]1[CH2:6][CH2:5][CH:4]([CH2:7][S:8]([C:10]2[CH:11]=[C:12]3[C:17](=[CH:18][CH:19]=2)[C:16](=[O:20])[O:15][CH2:14][CH2:13]3)=[O:9])[CH2:3][CH2:2]1.[CH3:21][C:22]1[C:30]2[CH2:29][O:28][C:27](=[O:31])[C:26]=2[CH:25]=[CH:24][C:23]=1[C@@H:32]1[CH2:34][O:33]1.